Predict the reaction yield, written as a fraction of the theoretical maximum amount of product (1.0 means a 100% yield; for example, 0.34 means a 34% yield). From a dataset of Reaction yield outcomes from USPTO patents with 853,638 reactions. (1) The reactants are [N:1]1([NH:7][C:8]([C:10]2[N:11]=[C:12]([C:23]3[CH:28]=[CH:27][C:26]([Cl:29])=[CH:25][C:24]=3[Cl:30])[N:13]([C:16]3[CH:21]=[CH:20][C:19]([OH:22])=[CH:18][CH:17]=3)[C:14]=2[CH3:15])=[O:9])[CH2:6][CH2:5][CH2:4][CH2:3][CH2:2]1.C(N(CC)CC)C.[CH2:38]([S:42](Cl)(=[O:44])=[O:43])[CH2:39][CH2:40][CH3:41].O. The catalyst is C(Cl)Cl. The product is [Cl:30][C:24]1[CH:25]=[C:26]([Cl:29])[CH:27]=[CH:28][C:23]=1[C:12]1[N:13]([C:16]2[CH:17]=[CH:18][C:19]([O:22][S:42]([CH2:38][CH2:39][CH2:40][CH3:41])(=[O:44])=[O:43])=[CH:20][CH:21]=2)[C:14]([CH3:15])=[C:10]([C:8](=[O:9])[NH:7][N:1]2[CH2:6][CH2:5][CH2:4][CH2:3][CH2:2]2)[N:11]=1. The yield is 0.570. (2) The reactants are C(OC([N:8]1[CH2:13][CH2:12][CH:11]([N:14]2[CH2:27][C:19]3[C:20]4[CH:21]=[N:22][NH:23][C:24]=4[CH:25]=[CH:26][C:18]=3[CH2:17][C@@H:16]([NH:28][C:29]([O:31][CH2:32][C:33]3[CH:38]=[CH:37][CH:36]=[CH:35][CH:34]=3)=[O:30])[C:15]2=[O:39])[CH2:10][CH2:9]1)=O)(C)(C)C.C1(OC)C=CC=CC=1.[CH3:48][S:49]([OH:52])(=[O:51])=[O:50]. The catalyst is ClCCl.C(OCC)C. The product is [CH3:48][S:49]([OH:52])(=[O:51])=[O:50].[O:39]=[C:15]1[N:14]([CH:11]2[CH2:12][CH2:13][NH:8][CH2:9][CH2:10]2)[CH2:27][C:19]2[C:20]3[CH:21]=[N:22][NH:23][C:24]=3[CH:25]=[CH:26][C:18]=2[CH2:17][C@H:16]1[NH:28][C:29](=[O:30])[O:31][CH2:32][C:33]1[CH:38]=[CH:37][CH:36]=[CH:35][CH:34]=1. The yield is 1.00.